This data is from Catalyst prediction with 721,799 reactions and 888 catalyst types from USPTO. The task is: Predict which catalyst facilitates the given reaction. (1) Reactant: [F:1][C:2]1[CH:9]=[CH:8][C:5]([C:6]#[N:7])=[CH:4][C:3]=1[O:10][CH3:11].[H][H]. Product: [F:1][C:2]1[CH:9]=[CH:8][C:5]([CH2:6][NH2:7])=[CH:4][C:3]=1[O:10][CH3:11]. The catalyst class is: 331. (2) Reactant: [CH3:1][O:2][NH:3][C:4]([C:6]1[C:7](=[O:38])[C:8]2[CH:13]=[N:12][C:11]([NH:14][C:15]3[CH:20]=[CH:19][C:18]([CH:21]4[CH2:26][CH2:25][NH:24][CH2:23][CH2:22]4)=[CH:17][CH:16]=3)=[N:10][C:9]=2[N:27]([C:29]2[CH:30]=[C:31]3[C:35](=[CH:36][CH:37]=2)[CH2:34][CH2:33][CH2:32]3)[CH:28]=1)=[O:5].Br[CH2:40][CH2:41][C:42]([OH:44])=[O:43].C(N(CC)CC)C. Product: [CH2:34]1[C:35]2[C:31](=[CH:30][C:29]([N:27]3[C:9]4[N:10]=[C:11]([NH:14][C:15]5[CH:16]=[CH:17][C:18]([CH:21]6[CH2:26][CH2:25][N:24]([CH2:40][CH2:41][C:42]([OH:44])=[O:43])[CH2:23][CH2:22]6)=[CH:19][CH:20]=5)[N:12]=[CH:13][C:8]=4[C:7](=[O:38])[C:6]([C:4](=[O:5])[NH:3][O:2][CH3:1])=[CH:28]3)=[CH:37][CH:36]=2)[CH2:32][CH2:33]1. The catalyst class is: 3.